From a dataset of Forward reaction prediction with 1.9M reactions from USPTO patents (1976-2016). Predict the product of the given reaction. (1) The product is: [Br:11][C:7]1[CH:6]=[C:5]2[C:4](=[C:9]([CH3:10])[CH:8]=1)[C:3](=[O:14])[N:18]([CH:15]1[CH2:17][CH2:16]1)[CH2:12]2. Given the reactants CO[C:3](=[O:14])[C:4]1[C:9]([CH3:10])=[CH:8][C:7]([Br:11])=[CH:6][C:5]=1[CH2:12]Br.[CH:15]1([NH2:18])[CH2:17][CH2:16]1.B(O)O, predict the reaction product. (2) Given the reactants [Br:1][C:2]1[C:3]([CH3:12])=[C:4]([N+:9]([O-])=O)[C:5]([NH2:8])=[N:6][CH:7]=1.Cl.CCO, predict the reaction product. The product is: [Br:1][C:2]1[C:3]([CH3:12])=[C:4]([NH2:9])[C:5]([NH2:8])=[N:6][CH:7]=1. (3) Given the reactants [OH:1][B:2]1[C@@H:7]([NH:8][C:9](=[O:22])[CH2:10][C@H:11]2[CH2:16][CH2:15][C@H:14]([NH:17][CH2:18][CH2:19][NH:20]C)[CH2:13][CH2:12]2)[CH2:6][C:5]2[CH:23]=[CH:24][CH:25]=[C:26]([C:27]([OH:29])=[O:28])[C:4]=2[O:3]1.C1COCC1.C([O-])(O)=O.[Na+].Cl[C:41]([O:43][CH3:44])=[O:42], predict the reaction product. The product is: [OH:1][B:2]1[C@@H:7]([NH:8][C:9](=[O:22])[CH2:10][C@H:11]2[CH2:16][CH2:15][C@H:14]([NH:17][CH2:18][CH2:19][NH:20][C:41]([O:43][CH3:44])=[O:42])[CH2:13][CH2:12]2)[CH2:6][C:5]2[CH:23]=[CH:24][CH:25]=[C:26]([C:27]([OH:29])=[O:28])[C:4]=2[O:3]1. (4) Given the reactants [NH2:1][C:2]1[C:7]([OH:8])=[CH:6][C:5]([C:9]2[CH:14]=[CH:13][C:12]([O:15][CH2:16][CH2:17][N:18]3[CH2:23][CH2:22][O:21][CH2:20][CH2:19]3)=[CH:11][CH:10]=2)=[CH:4][N:3]=1.NC1C(O)=CC(C2C=CC=CC=2)=CN=1.[H-].[Na+].Br[CH2:41][C:42]1[CH:47]=[CH:46][CH:45]=[C:44]([N+:48]([O-:50])=[O:49])[CH:43]=1.Cl, predict the reaction product. The product is: [N:18]1([CH2:17][CH2:16][O:15][C:12]2[CH:13]=[CH:14][C:9]([C:5]3[CH:6]=[C:7]([O:8][CH2:41][C:42]4[CH:47]=[CH:46][CH:45]=[C:44]([N+:48]([O-:50])=[O:49])[CH:43]=4)[C:2]([NH2:1])=[N:3][CH:4]=3)=[CH:10][CH:11]=2)[CH2:23][CH2:22][O:21][CH2:20][CH2:19]1. (5) The product is: [Br:1][C:2]1[CH:3]=[CH:4][C:5]([C@@H:8]([N:10]([C:11]([O:12][C:13]([CH3:15])([CH3:14])[CH3:16])=[O:17])[CH2:18][CH2:19][C:20]([C:22]2[CH:23]=[CH:24][C:25]([F:28])=[CH:26][CH:27]=2)([OH:21])[CH2:32][C:33]([O:35][CH2:36][CH3:37])=[O:34])[CH3:9])=[CH:6][CH:7]=1. Given the reactants [Br:1][C:2]1[CH:7]=[CH:6][C:5]([C@@H:8]([N:10]([CH2:18][CH2:19][C:20]([C:22]2[CH:27]=[CH:26][C:25]([F:28])=[CH:24][CH:23]=2)=[O:21])[C:11](=[O:17])[O:12][C:13]([CH3:16])([CH3:15])[CH3:14])[CH3:9])=[CH:4][CH:3]=1.II.Br[CH2:32][C:33]([O:35][CH2:36][CH3:37])=[O:34], predict the reaction product. (6) Given the reactants O.[C:2]1([CH3:12])[CH:7]=[CH:6][C:5]([S:8]([OH:11])(=[O:10])=[O:9])=[CH:4][CH:3]=1.[F:13][CH2:14][C@@H:15]1[CH2:19][CH2:18][N:17](C(OC(C)(C)C)=O)[CH2:16]1, predict the reaction product. The product is: [CH3:12][C:2]1[CH:3]=[CH:4][C:5]([S:8]([OH:11])(=[O:10])=[O:9])=[CH:6][CH:7]=1.[F:13][CH2:14][C@@H:15]1[CH2:19][CH2:18][NH:17][CH2:16]1. (7) Given the reactants C(O[C:4]([CH:6]1[C:14](=[O:15])[C:13]2[CH:12]=[N:11][CH:10]=[CH:9][C:8]=2[C:7]1=[O:16])=[O:5])C.CO[C:19]1[C:20](C)=[C:21]([NH2:25])C=[CH:23][CH:24]=1.[C:27]([OH:30])(=O)[CH3:28].[C:31]1(C)C=CC=CC=1, predict the reaction product. The product is: [CH3:31][O:30][C:27]1[CH:28]=[C:21]([NH:25][C:4]([CH:6]2[C:14](=[O:15])[C:13]3[CH:12]=[N:11][CH:10]=[CH:9][C:8]=3[C:7]2=[O:16])=[O:5])[CH:20]=[CH:19][C:24]=1[CH3:23].